Dataset: Peptide-MHC class II binding affinity with 134,281 pairs from IEDB. Task: Regression. Given a peptide amino acid sequence and an MHC pseudo amino acid sequence, predict their binding affinity value. This is MHC class II binding data. (1) The peptide sequence is EKKTFAATQFEPLAA. The MHC is HLA-DPA10201-DPB10101 with pseudo-sequence HLA-DPA10201-DPB10101. The binding affinity (normalized) is 0.912. (2) The peptide sequence is GNQNFLTVFDSTSCN. The MHC is HLA-DQA10201-DQB10202 with pseudo-sequence HLA-DQA10201-DQB10202. The binding affinity (normalized) is 0.514. (3) The binding affinity (normalized) is 0.362. The MHC is HLA-DPA10301-DPB10402 with pseudo-sequence HLA-DPA10301-DPB10402. The peptide sequence is NMNIKLKMPLYVAGH. (4) The peptide sequence is VIDWLVSNQSVRNRQEGLY. The MHC is DRB1_1302 with pseudo-sequence DRB1_1302. The binding affinity (normalized) is 0.788. (5) The peptide sequence is SSSSSLLAMAVLAAL. The MHC is DRB1_1302 with pseudo-sequence DRB1_1302. The binding affinity (normalized) is 0.218. (6) The peptide sequence is EKKYFAATQFEALAA. The MHC is HLA-DPA10201-DPB11401 with pseudo-sequence HLA-DPA10201-DPB11401. The binding affinity (normalized) is 0.865. (7) The peptide sequence is WNTDIKTLKFDALSG. The MHC is DRB1_0404 with pseudo-sequence DRB1_0404. The binding affinity (normalized) is 0.308.